Dataset: Forward reaction prediction with 1.9M reactions from USPTO patents (1976-2016). Task: Predict the product of the given reaction. (1) Given the reactants [OH:1][CH:2]1[CH2:6][CH2:5][N:4]([C:7]2[CH:12]=[CH:11][C:10]([S:13]([NH2:16])(=[O:15])=[O:14])=[CH:9][CH:8]=2)[CH2:3]1.[F:17][C:18]1[CH:23]=[CH:22][C:21]([F:24])=[CH:20][C:19]=1[CH:25]1[CH2:30][CH2:29][CH2:28][CH2:27][N:26]1[C:31]1[CH:32]=[CH:33][C:34]2[N:35]([C:37]([C:40](O)=[O:41])=[CH:38][N:39]=2)[CH:36]=1, predict the reaction product. The product is: [F:17][C:18]1[CH:23]=[CH:22][C:21]([F:24])=[CH:20][C:19]=1[CH:25]1[CH2:30][CH2:29][CH2:28][CH2:27][N:26]1[C:31]1[CH:32]=[CH:33][C:34]2[N:35]([C:37]([C:40]([NH:16][S:13]([C:10]3[CH:9]=[CH:8][C:7]([N:4]4[CH2:5][CH2:6][C@H:2]([OH:1])[CH2:3]4)=[CH:12][CH:11]=3)(=[O:15])=[O:14])=[O:41])=[CH:38][N:39]=2)[CH:36]=1. (2) Given the reactants Br[C:2]1[CH:16]=[CH:15][C:5]2[NH:6][C:7]([CH:9]3[CH2:14][CH2:13][NH:12][CH2:11][CH2:10]3)=[N:8][C:4]=2[CH:3]=1.[CH:17]1(B(O)O)[CH2:19][CH2:18]1.[O-]P([O-])([O-])=O.[K+].[K+].[K+].C1(P(C2CCCCC2)C2CCCCC2)CCCCC1, predict the reaction product. The product is: [CH:17]1([C:2]2[CH:16]=[CH:15][C:5]3[NH:6][C:7]([CH:9]4[CH2:14][CH2:13][NH:12][CH2:11][CH2:10]4)=[N:8][C:4]=3[CH:3]=2)[CH2:19][CH2:18]1. (3) The product is: [S:1]1[CH:5]=[CH:4][C:3]([C:6]2[CH:11]=[CH:10][C:9]([CH:12]([CH3:15])[CH2:13][NH:14][C:16](=[O:19])[CH2:17][CH3:18])=[CH:8][CH:7]=2)=[CH:2]1. Given the reactants [S:1]1[CH:5]=[CH:4][C:3]([C:6]2[CH:11]=[CH:10][C:9]([CH:12]([CH3:15])[CH2:13][NH2:14])=[CH:8][CH:7]=2)=[CH:2]1.[C:16](Cl)(=[O:19])[CH2:17][CH3:18], predict the reaction product.